This data is from Catalyst prediction with 721,799 reactions and 888 catalyst types from USPTO. The task is: Predict which catalyst facilitates the given reaction. (1) Reactant: [Cl:1][CH2:2][CH2:3][O:4][C:5]1[CH:10]=[CH:9][C:8]([CH:11]2[C:16]([C:17]3[CH:22]=[CH:21][C:20]([OH:23])=[CH:19][CH:18]=3)=[C:15]([C:24]([F:27])([F:26])[F:25])[C:14]3[CH:28]=[CH:29][C:30](O)=[CH:31][C:13]=3[O:12]2)=[CH:7][CH:6]=1.[CH3:33]I.[C:35](=[O:38])([O-])[O-].[K+].[K+].[Cl-].[Na+]. Product: [Cl:1][CH2:2][CH2:3][O:4][C:5]1[CH:10]=[CH:9][C:8]([CH:11]2[C:16]([C:17]3[CH:18]=[CH:19][C:20]([O:23][CH3:33])=[CH:21][CH:22]=3)=[C:15]([C:24]([F:25])([F:27])[F:26])[C:14]3[CH:28]=[CH:29][C:30]([O:38][CH3:35])=[CH:31][C:13]=3[O:12]2)=[CH:7][CH:6]=1. The catalyst class is: 21. (2) Reactant: [F:1][C:2]1[CH:7]=[CH:6][C:5]([N:8]2[C:12]([NH:13][C:14](=[O:22])OC3C=CC=CC=3)=[CH:11][C:10]([C:23]([F:26])([F:25])[F:24])=[N:9]2)=[CH:4][CH:3]=1.[CH3:27][O:28][C:29]1[CH:30]=[C:31]2[C:36](=[CH:37][C:38]=1[O:39][CH2:40][CH2:41][O:42][CH3:43])[N:35]=[CH:34][N:33]=[C:32]2[S:44][C:45]1[CH:46]=[C:47]([CH:49]=[CH:50][CH:51]=1)[NH2:48]. Product: [F:1][C:2]1[CH:3]=[CH:4][C:5]([N:8]2[C:12]([NH:13][C:14]([NH:48][C:47]3[CH:49]=[CH:50][CH:51]=[C:45]([S:44][C:32]4[C:31]5[C:36](=[CH:37][C:38]([O:39][CH2:40][CH2:41][O:42][CH3:43])=[C:29]([O:28][CH3:27])[CH:30]=5)[N:35]=[CH:34][N:33]=4)[CH:46]=3)=[O:22])=[CH:11][C:10]([C:23]([F:24])([F:25])[F:26])=[N:9]2)=[CH:6][CH:7]=1. The catalyst class is: 630. (3) Reactant: C([O:8][C:9]1[CH:17]=[C:16]2[C:12]([C@H:13]([CH2:37][Cl:38])[CH2:14][N:15]2[C:18]([C:20]2[NH:21][C:22]3[C:27]([CH:28]=2)=[CH:26][C:25]([O:29][CH2:30][CH2:31][N:32]2[CH2:36][CH2:35][CH2:34][CH2:33]2)=[CH:24][CH:23]=3)=[O:19])=[C:11]2[S:39][C:40]([CH3:42])=[CH:41][C:10]=12)C1C=CC=CC=1. Product: [ClH:38].[Cl:38][CH2:37][C@H:13]1[C:12]2[C:16](=[CH:17][C:9]([OH:8])=[C:10]3[CH:41]=[C:40]([CH3:42])[S:39][C:11]3=2)[N:15]([C:18]([C:20]2[NH:21][C:22]3[C:27]([CH:28]=2)=[CH:26][C:25]([O:29][CH2:30][CH2:31][N:32]2[CH2:33][CH2:34][CH2:35][CH2:36]2)=[CH:24][CH:23]=3)=[O:19])[CH2:14]1. The catalyst class is: 818. (4) Reactant: FC(F)(F)C(O)=O.C(OC([N:15]1[CH2:20][CH2:19][N:18]([C:21]2[N:26]=[CH:25][CH:24]=[CH:23][N:22]=2)[CH2:17][CH:16]1[CH3:27])=O)(C)(C)C. Product: [CH3:27][CH:16]1[NH:15][CH2:20][CH2:19][N:18]([C:21]2[N:22]=[CH:23][CH:24]=[CH:25][N:26]=2)[CH2:17]1. The catalyst class is: 4. (5) Reactant: [CH3:1][O:2][N:3]([CH3:18])[C:4]1[N:9]=[C:8]([NH:10][CH:11]2[CH2:13][CH2:12]2)[N:7]=[C:6]([NH:14][CH2:15][C:16]#[CH:17])[N:5]=1.[ClH:19].C(OCC)C. Product: [ClH:19].[CH3:1][O:2][N:3]([CH3:18])[C:4]1[N:9]=[C:8]([NH:10][CH:11]2[CH2:13][CH2:12]2)[N:7]=[C:6]([NH:14][CH2:15][C:16]#[CH:17])[N:5]=1. The catalyst class is: 27. (6) Reactant: [NH:1]1[CH:5]=[C:4]([CH2:6][N:7]([CH2:11][C:12]2[CH:17]=[CH:16][CH:15]=[CH:14][CH:13]=2)[CH2:8][CH2:9]Cl)[N:3]=[CH:2]1.C(N(CC)CC)C. Product: [CH2:11]([N:7]1[CH2:8][CH2:9][N:3]2[CH:2]=[N:1][CH:5]=[C:4]2[CH2:6]1)[C:12]1[CH:17]=[CH:16][CH:15]=[CH:14][CH:13]=1. The catalyst class is: 10.